From a dataset of Full USPTO retrosynthesis dataset with 1.9M reactions from patents (1976-2016). Predict the reactants needed to synthesize the given product. (1) The reactants are: C([O:3][C:4]([C:6]1[C:15](=[O:16])[C:14]2[C:9](=[CH:10][CH:11]=[C:12]([CH2:17][CH2:18][CH2:19][NH2:20])[CH:13]=2)[N:8]([CH2:21][CH3:22])[CH:7]=1)=[O:5])C.[OH-].[Na+:24].C(=O)=O. Given the product [Na+:24].[NH2:20][CH2:19][CH2:18][CH2:17][C:12]1[CH:13]=[C:14]2[C:9](=[CH:10][CH:11]=1)[N:8]([CH2:21][CH3:22])[CH:7]=[C:6]([C:4]([O-:5])=[O:3])[C:15]2=[O:16], predict the reactants needed to synthesize it. (2) Given the product [CH2:1]([C@:8]1([CH3:24])[N:12]([CH3:26])[C:11](=[O:13])[N:10]([CH2:14][C:15](=[O:22])[C:16]2[CH:17]=[CH:18][CH:19]=[CH:20][CH:21]=2)[C:9]1=[O:23])[C:2]1[CH:3]=[CH:4][CH:5]=[CH:6][CH:7]=1, predict the reactants needed to synthesize it. The reactants are: [CH2:1]([C@:8]1([CH3:24])[NH:12][C:11](=[O:13])[N:10]([CH2:14][C:15](=[O:22])[C:16]2[CH:21]=[CH:20][CH:19]=[CH:18][CH:17]=2)[C:9]1=[O:23])[C:2]1[CH:7]=[CH:6][CH:5]=[CH:4][CH:3]=1.I[CH3:26]. (3) Given the product [CH2:21]([N:4]([CH:5]([C:14]1[CH:19]=[CH:18][CH:17]=[C:16]([Cl:20])[CH:15]=1)[CH2:6][C:7]1[CH:12]=[CH:11][C:10]([Cl:13])=[CH:9][CH:8]=1)[NH2:2])[CH:22]=[CH2:23], predict the reactants needed to synthesize it. The reactants are: [Mg].[N:2]([N:4]([CH2:21][CH:22]=[CH2:23])[CH:5]([C:14]1[CH:19]=[CH:18][CH:17]=[C:16]([Cl:20])[CH:15]=1)[CH2:6][C:7]1[CH:12]=[CH:11][C:10]([Cl:13])=[CH:9][CH:8]=1)=O.Cl.[OH-].[Na+]. (4) Given the product [CH3:1][O:2][C:3]1[CH:8]=[CH:7][C:6]([S:9]([N:12]2[CH2:16][CH2:15][CH2:14][CH:13]2[CH2:17][OH:18])(=[O:10])=[O:11])=[CH:5][CH:4]=1, predict the reactants needed to synthesize it. The reactants are: [CH3:1][O:2][C:3]1[CH:8]=[CH:7][C:6]([S:9]([N:12]2[CH2:16][CH2:15][CH2:14][CH:13]2[C:17](O)=[O:18])(=[O:11])=[O:10])=[CH:5][CH:4]=1.[H-].[Al+3].[Li+].[H-].[H-].[H-]. (5) The reactants are: [F:1][C:2]1[CH:18]=[CH:17][C:5]([C:6]([N:8]2[CH2:13][CH2:12][CH2:11][CH:10]([C:14]([OH:16])=O)[CH2:9]2)=[O:7])=[CH:4][CH:3]=1.[C:19]([O:23][C:24]([NH:26][NH2:27])=[O:25])([CH3:22])([CH3:21])[CH3:20].C1C=CC2N(O)N=NC=2C=1.CCN=C=NCCCN(C)C.Cl. Given the product [C:19]([O:23][C:24]([NH:26][NH:27][C:14]([CH:10]1[CH2:11][CH2:12][CH2:13][N:8]([C:6](=[O:7])[C:5]2[CH:4]=[CH:3][C:2]([F:1])=[CH:18][CH:17]=2)[CH2:9]1)=[O:16])=[O:25])([CH3:22])([CH3:21])[CH3:20], predict the reactants needed to synthesize it.